From a dataset of NCI-60 drug combinations with 297,098 pairs across 59 cell lines. Regression. Given two drug SMILES strings and cell line genomic features, predict the synergy score measuring deviation from expected non-interaction effect. (1) Drug 1: C1CN1P(=S)(N2CC2)N3CC3. Drug 2: CC(C)(C#N)C1=CC(=CC(=C1)CN2C=NC=N2)C(C)(C)C#N. Cell line: SNB-19. Synergy scores: CSS=12.8, Synergy_ZIP=-2.66, Synergy_Bliss=0.913, Synergy_Loewe=-0.322, Synergy_HSA=0.425. (2) Drug 1: CN(C)C1=NC(=NC(=N1)N(C)C)N(C)C. Drug 2: CC(C)NC(=O)C1=CC=C(C=C1)CNNC.Cl. Cell line: HS 578T. Synergy scores: CSS=0.673, Synergy_ZIP=4.14, Synergy_Bliss=9.00, Synergy_Loewe=0.622, Synergy_HSA=1.44.